From a dataset of Forward reaction prediction with 1.9M reactions from USPTO patents (1976-2016). Predict the product of the given reaction. (1) Given the reactants [NH2:1][C:2]1[CH:7]=[C:6]([C:8]([NH:10][OH:11])=[NH:9])[CH:5]=[CH:4][N:3]=1.[F:12][C:13]([F:34])([F:33])[C:14]1[CH:19]=[CH:18][C:17]([C:20]2[CH:25]=[C:24]([C:26]([F:29])([F:28])[F:27])[N:23]=[C:22]([C:30](O)=O)[N:21]=2)=[CH:16][CH:15]=1, predict the reaction product. The product is: [F:29][C:26]([F:27])([F:28])[C:24]1[CH:25]=[C:20]([C:17]2[CH:18]=[CH:19][C:14]([C:13]([F:34])([F:33])[F:12])=[CH:15][CH:16]=2)[N:21]=[C:22]([C:30]2[O:11][N:10]=[C:8]([C:6]3[CH:5]=[CH:4][N:3]=[C:2]([NH2:1])[CH:7]=3)[N:9]=2)[N:23]=1. (2) Given the reactants [NH2:1][C:2]1[C:7]([C:8](=[O:19])[C:9]2[C:14]([O:15][CH3:16])=[CH:13][CH:12]=[C:11]([F:17])[C:10]=2[F:18])=[CH:6][N:5]=[C:4]([NH:20][C@H:21]2[CH2:26][CH2:25][C@H:24]([NH:27][S:28]([CH2:31][CH2:32][CH2:33]Cl)(=[O:30])=[O:29])[CH2:23][CH2:22]2)[N:3]=1.[NH:35]1[CH2:40][CH2:39][O:38][CH2:37][CH2:36]1, predict the reaction product. The product is: [NH2:1][C:2]1[C:7]([C:8](=[O:19])[C:9]2[C:14]([O:15][CH3:16])=[CH:13][CH:12]=[C:11]([F:17])[C:10]=2[F:18])=[CH:6][N:5]=[C:4]([NH:20][C@H:21]2[CH2:26][CH2:25][C@H:24]([NH:27][S:28]([CH2:31][CH2:32][CH2:33][N:35]3[CH2:40][CH2:39][O:38][CH2:37][CH2:36]3)(=[O:30])=[O:29])[CH2:23][CH2:22]2)[N:3]=1. (3) Given the reactants [CH2:1]([C:3]1(C(O)=O)[CH2:7][CH:6]=[CH:5][CH2:4]1)[CH3:2].CC[N:13]([CH:17](C)C)C(C)C.C1(P(N=[N+]=[N-])(C2C=CC=CC=2)=[O:27])C=CC=CC=1.[CH2:37]([OH:44])[C:38]1[CH:43]=[CH:42][CH:41]=[CH:40][CH:39]=1, predict the reaction product. The product is: [CH2:1]([C:3]1([NH:13][C:17](=[O:27])[O:44][CH2:37][C:38]2[CH:43]=[CH:42][CH:41]=[CH:40][CH:39]=2)[CH2:4][CH:5]=[CH:6][CH2:7]1)[CH3:2].